Predict which catalyst facilitates the given reaction. From a dataset of Catalyst prediction with 721,799 reactions and 888 catalyst types from USPTO. (1) Reactant: [C:1]([C:5]1[S:38][C:8]2[C:9](=[O:37])[N:10]([C:12]3[C:13]([CH3:36])=[C:14]([C:18]4[CH:19]=[C:20]([NH:25][C:26]5[CH:35]=[C:29]6[CH2:30][N:31]([CH3:34])[CH2:32][CH2:33][N:28]6[N:27]=5)[C:21](=[O:24])[NH:22][N:23]=4)[CH:15]=[CH:16][CH:17]=3)[CH2:11][C:7]=2[CH:6]=1)([CH3:4])([CH3:3])[CH3:2].[CH2:39]=[O:40]. Product: [C:1]([C:5]1[S:38][C:8]2[C:9](=[O:37])[N:10]([C:12]3[CH:17]=[CH:16][CH:15]=[C:14]([C:18]4[CH:19]=[C:20]([NH:25][C:26]5[CH:35]=[C:29]6[CH2:30][N:31]([CH3:34])[CH2:32][CH2:33][N:28]6[N:27]=5)[C:21](=[O:24])[N:22]([CH2:39][OH:40])[N:23]=4)[C:13]=3[CH3:36])[CH2:11][C:7]=2[CH:6]=1)([CH3:4])([CH3:2])[CH3:3]. The catalyst class is: 5. (2) Reactant: [CH3:1][O:2][C:3]1[CH:18]=[CH:17][C:6]2[NH:7][C:8](=[O:16])[C:9]3[CH2:10][CH2:11][CH2:12][N:13]([CH3:15])[C:14]=3[C:5]=2[CH:4]=1.[Cl:19]CCl.B(Br)(Br)Br.C(=O)(O)[O-].[Na+].C(=O)([O-])[O-].[K+].[K+].[Cl:37]C[CH2:39][N:40]1[CH2:45][CH2:44][CH2:43][CH2:42][CH2:41]1. Product: [ClH:19].[ClH:37].[CH3:15][N:13]1[C:14]2[C:5]3[CH:4]=[C:3]([O:2][CH2:1][CH2:39][N:40]4[CH2:45][CH2:44][CH2:43][CH2:42][CH2:41]4)[CH:18]=[CH:17][C:6]=3[NH:7][C:8](=[O:16])[C:9]=2[CH2:10][CH2:11][CH2:12]1. The catalyst class is: 4. (3) Product: [F:1][C:2]1[CH:7]=[CH:6][CH:5]=[CH:4][C:3]=1[C:8]1[CH:13]=[CH:12][C:11]([C:14](=[N:22][OH:23])[CH2:15][CH2:16][C:17]([OH:19])=[O:18])=[CH:10][CH:9]=1. Reactant: [F:1][C:2]1[CH:7]=[CH:6][CH:5]=[CH:4][C:3]=1[C:8]1[CH:13]=[CH:12][C:11]([C:14](=O)[CH2:15][CH2:16][C:17]([OH:19])=[O:18])=[CH:10][CH:9]=1.Cl.[NH2:22][OH:23].C(=O)([O-])[O-].[Na+].[Na+]. The catalyst class is: 8. (4) Reactant: [C:1]([O:9][CH2:10][CH3:11])(=[O:8])[C:2]1[CH:7]=[CH:6][N:5]=[CH:4][CH:3]=1.[CH3:12]I. Product: [CH3:12][N:5]1[CH2:6][CH:7]=[C:2]([C:1]([O:9][CH2:10][CH3:11])=[O:8])[CH2:3][CH2:4]1. The catalyst class is: 13. (5) Reactant: Br[C:2]1[CH:15]=[CH:14][C:5]([CH2:6][O:7][CH:8]2[CH2:13][CH2:12][O:11][CH2:10][CH2:9]2)=[CH:4][CH:3]=1.[B:16]1([B:16]2[O:20][C:19]([CH3:22])([CH3:21])[C:18]([CH3:24])([CH3:23])[O:17]2)[O:20][C:19]([CH3:22])([CH3:21])[C:18]([CH3:24])([CH3:23])[O:17]1.C([O-])(=O)C.[K+].C(OCC)(=O)C. Product: [CH3:23][C:18]1([CH3:24])[C:19]([CH3:22])([CH3:21])[O:20][B:16]([C:2]2[CH:15]=[CH:14][C:5]([CH2:6][O:7][CH:8]3[CH2:13][CH2:12][O:11][CH2:10][CH2:9]3)=[CH:4][CH:3]=2)[O:17]1. The catalyst class is: 184.